This data is from Catalyst prediction with 721,799 reactions and 888 catalyst types from USPTO. The task is: Predict which catalyst facilitates the given reaction. (1) Reactant: [Cl:1][C:2]1[CH:7]=[CH:6][C:5]([C:8](=[O:31])[CH:9]([NH:11][C:12]([C:14]2[CH:30]=[CH:29][C:17]3[N:18]=[C:19]([C:21]4[C:26]([Cl:27])=[CH:25][CH:24]=[CH:23][C:22]=4[Cl:28])[NH:20][C:16]=3[CH:15]=2)=O)[CH3:10])=[CH:4][CH:3]=1.CC[N+](S(N=C(OC)[O-])(=O)=O)(CC)CC.C(OCC)(=O)C. Product: [Cl:1][C:2]1[CH:7]=[CH:6][C:5]([C:8]2[O:31][C:12]([C:14]3[CH:30]=[CH:29][C:17]4[N:18]=[C:19]([C:21]5[C:22]([Cl:28])=[CH:23][CH:24]=[CH:25][C:26]=5[Cl:27])[NH:20][C:16]=4[CH:15]=3)=[N:11][C:9]=2[CH3:10])=[CH:4][CH:3]=1. The catalyst class is: 1. (2) Reactant: [Cl:1][C:2]1[C:3]2[CH:10]=[CH:9][NH:8][C:4]=2[N:5]=[CH:6][N:7]=1.[H-].[Na+].[CH2:13](I)[CH:14]=[CH2:15]. Product: [Cl:1][C:2]1[C:3]2[CH:10]=[CH:9][N:8]([CH2:15][CH:14]=[CH2:13])[C:4]=2[N:5]=[CH:6][N:7]=1. The catalyst class is: 1. (3) Reactant: B(Br)(Br)Br.[F:5][C:6]1[C:7]([C:27]2[CH:32]=[CH:31][CH:30]=[CH:29][CH:28]=2)=[C:8]([O:25]C)[C:9](=[O:24])[N:10]([CH2:12][CH2:13][C@@:14]([CH3:23])([S:19]([CH3:22])(=[O:21])=[O:20])[C:15]([NH:17][OH:18])=[O:16])[CH:11]=1. Product: [F:5][C:6]1[C:7]([C:27]2[CH:28]=[CH:29][CH:30]=[CH:31][CH:32]=2)=[C:8]([OH:25])[C:9](=[O:24])[N:10]([CH2:12][CH2:13][C@@:14]([CH3:23])([S:19]([CH3:22])(=[O:21])=[O:20])[C:15]([NH:17][OH:18])=[O:16])[CH:11]=1. The catalyst class is: 2. (4) Reactant: [N+:1]([O-:4])([O-])=[O:2].[Na+].[Br:6][C:7]1[CH:14]=[CH:13][C:10]([CH:11]=[O:12])=[CH:9][CH:8]=1. Product: [Br:6][C:7]1[CH:14]=[CH:13][C:10]([CH:11]=[O:12])=[CH:9][C:8]=1[N+:1]([O-:4])=[O:2]. The catalyst class is: 65.